Dataset: Forward reaction prediction with 1.9M reactions from USPTO patents (1976-2016). Task: Predict the product of the given reaction. (1) Given the reactants [NH:1]1[CH2:6][CH2:5][CH:4]([S:7]([NH2:10])(=[O:9])=[O:8])[CH2:3][CH2:2]1.C1(P(C2CCCCC2)C2C=CC=CC=2C2C(C(C)C)=CC(C(C)C)=CC=2C(C)C)CCCCC1.C(=O)([O-])[O-].[Cs+].[Cs+].Cl[C:52]1[CH:57]=[C:56]([O:58][CH3:59])[N:55]=[C:54]([S:60][CH2:61][C:62]2[CH:67]=[CH:66][CH:65]=[C:64]([F:68])[C:63]=2[F:69])[N:53]=1, predict the reaction product. The product is: [F:69][C:63]1[C:64]([F:68])=[CH:65][CH:66]=[CH:67][C:62]=1[CH2:61][S:60][C:54]1[N:53]=[C:52]([NH:10][S:7]([CH:4]2[CH2:5][CH2:6][NH:1][CH2:2][CH2:3]2)(=[O:9])=[O:8])[CH:57]=[C:56]([O:58][CH3:59])[N:55]=1. (2) Given the reactants [Cl-:1].[Al+3].[Cl-].[Cl-].[F:5][C:6]1[CH:14]=[C:13]2[C:9]([CH2:10][C:11](=[O:15])[NH:12]2)=[CH:8][CH:7]=1.[C:16](Cl)(=[O:18])[CH3:17], predict the reaction product. The product is: [Cl:1][CH2:17][C:16]([C:7]1[CH:8]=[C:9]2[C:13](=[CH:14][C:6]=1[F:5])[NH:12][C:11](=[O:15])[CH2:10]2)=[O:18]. (3) Given the reactants [C:1]([O:5][C:6]([C:8]1[C:27]([F:28])=[CH:26][C:11]([O:12][C@@H:13]2[CH2:18][CH2:17][CH2:16][N:15](C(OC(C)(C)C)=O)[CH2:14]2)=[C:10]([CH:29]2[CH2:31][CH2:30]2)[CH:9]=1)=[O:7])(C)(C)C.S(=O)(=O)(O)O, predict the reaction product. The product is: [CH:29]1([C:10]2[C:11]([O:12][C@@H:13]3[CH2:18][CH2:17][CH2:16][NH:15][CH2:14]3)=[CH:26][C:27]([F:28])=[C:8]([CH:9]=2)[C:6]([O:5][CH3:1])=[O:7])[CH2:30][CH2:31]1. (4) Given the reactants [CH3:1][N:2]1[CH:6]=[C:5]([CH:7]=[O:8])[C:4]([CH:9]([F:11])[F:10])=[N:3]1.S(Cl)([Cl:15])(=O)=O, predict the reaction product. The product is: [CH3:1][N:2]1[CH:6]=[C:5]([C:7]([Cl:15])=[O:8])[C:4]([CH:9]([F:10])[F:11])=[N:3]1. (5) Given the reactants CO[C:3](=[O:10])[C:4]1[CH:9]=[CH:8][CH:7]=[CH:6][CH:5]=1.[CH3:11][C:12]#[N:13].[H-].[Na+], predict the reaction product. The product is: [O:10]=[C:3]([C:4]1[CH:5]=[CH:6][CH:7]=[CH:8][CH:9]=1)[CH2:11][C:12]#[N:13]. (6) Given the reactants Cl[C:2]1[CH:3]=[CH:4][C:5]2[N:12]3[CH2:13][C@H:8]([CH2:9][CH2:10][CH2:11]3)[N:7]([C:14]([O:16][C:17]([CH3:20])([CH3:19])[CH3:18])=[O:15])[C:6]=2[N:21]=1.[Cl:22][C:23]1[CH:24]=[C:25](B(O)O)[CH:26]=[N:27][CH:28]=1.C([O-])([O-])=O.[Cs+].[Cs+], predict the reaction product. The product is: [Cl:22][C:23]1[CH:24]=[C:25]([C:2]2[CH:3]=[CH:4][C:5]3[N:12]4[CH2:13][C@H:8]([CH2:9][CH2:10][CH2:11]4)[N:7]([C:14]([O:16][C:17]([CH3:20])([CH3:18])[CH3:19])=[O:15])[C:6]=3[N:21]=2)[CH:26]=[N:27][CH:28]=1. (7) Given the reactants Cl[C:2](Cl)(Cl)[CH:3]([OH:5])O.Cl.[NH2:9][OH:10].[CH3:11][O:12][C:13]1[CH:18]=[CH:17][C:16]([NH2:19])=[CH:15][CH:14]=1.Cl, predict the reaction product. The product is: [N:9](=[CH:2][C:3]([NH:19][C:16]1[CH:17]=[CH:18][C:13]([O:12][CH3:11])=[CH:14][CH:15]=1)=[O:5])[OH:10]. (8) The product is: [Br:1][C:2]1[CH:7]=[CH:6][C:5]([NH:8][C:32](=[O:33])[CH3:31])=[CH:4][C:3]=1[S:9]([C:12]([F:13])([F:14])[F:15])(=[O:10])=[O:11]. Given the reactants [Br:1][C:2]1[CH:7]=[CH:6][C:5]([NH2:8])=[CH:4][C:3]=1[S:9]([C:12]([F:15])([F:14])[F:13])(=[O:11])=[O:10].BrC1C(S(C(F)(F)F)(=O)=O)=CC=CC=1N.[CH3:31][C:32](OC(C)=O)=[O:33], predict the reaction product. (9) Given the reactants [C:1]([C:3]1[CH:24]=[CH:23][C:6]([NH:7][CH2:8][C:9]([NH:12][C:13]([NH:15][C:16]2[CH:21]=[CH:20][C:19]([F:22])=[CH:18][CH:17]=2)=[O:14])([CH3:11])[CH3:10])=[CH:5][C:4]=1[C:25]([F:28])([F:27])[F:26])#[N:2].[CH2:29]=O, predict the reaction product. The product is: [C:1]([C:3]1[CH:24]=[CH:23][C:6]([N:7]2[CH2:8][C:9]([CH3:11])([CH3:10])[N:12]([C:13]([NH:15][C:16]3[CH:21]=[CH:20][C:19]([F:22])=[CH:18][CH:17]=3)=[O:14])[CH2:29]2)=[CH:5][C:4]=1[C:25]([F:26])([F:27])[F:28])#[N:2]. (10) Given the reactants Br[C:2]1[CH:8]=[CH:7][C:5]([NH2:6])=[C:4]([CH3:9])[CH:3]=1.[CH3:10][N:11]1[CH:15]=[C:14](B2OC(C)(C)C(C)(C)O2)[CH:13]=[N:12]1.C(=O)([O-])[O-].[Na+].[Na+], predict the reaction product. The product is: [CH3:9][C:4]1[CH:3]=[C:2]([C:14]2[CH:13]=[N:12][N:11]([CH3:10])[CH:15]=2)[CH:8]=[CH:7][C:5]=1[NH2:6].